This data is from Catalyst prediction with 721,799 reactions and 888 catalyst types from USPTO. The task is: Predict which catalyst facilitates the given reaction. Reactant: [CH3:1][C:2]1[CH:6]=[C:5]([C:7]([OH:9])=O)[N:4]([CH2:10][C:11]([F:14])([F:13])[F:12])[N:3]=1.O1CCCC1.C(Cl)(=O)C(Cl)=O.[NH2:26][C:27]1[CH:28]=[C:29]([CH:46]=[CH:47][C:48]=1[F:49])[O:30][C:31]1[CH:32]=[CH:33][C:34]2[N:35]([N:37]=[C:38]([NH:40][C:41]([CH:43]3[CH2:45][CH2:44]3)=[O:42])[N:39]=2)[CH:36]=1. Product: [CH:43]1([C:41]([NH:40][C:38]2[N:39]=[C:34]3[CH:33]=[CH:32][C:31]([O:30][C:29]4[CH:46]=[CH:47][C:48]([F:49])=[C:27]([NH:26][C:7]([C:5]5[N:4]([CH2:10][C:11]([F:14])([F:13])[F:12])[N:3]=[C:2]([CH3:1])[CH:6]=5)=[O:9])[CH:28]=4)=[CH:36][N:35]3[N:37]=2)=[O:42])[CH2:44][CH2:45]1. The catalyst class is: 402.